Dataset: Reaction yield outcomes from USPTO patents with 853,638 reactions. Task: Predict the reaction yield, written as a fraction of the theoretical maximum amount of product (1.0 means a 100% yield; for example, 0.34 means a 34% yield). (1) The reactants are [OH-].[K+].[Br:3][C:4]1[CH:9]=[C:8]([CH3:10])[C:7]([O:11][CH3:12])=[CH:6][C:5]=1[NH:13][C:14](=[O:18])[CH:15]([CH3:17])[CH3:16].[CH2:19](Br)[C:20]1[CH:25]=[CH:24][CH:23]=[CH:22][CH:21]=1.O. The catalyst is CS(C)=O. The product is [CH2:19]([N:13]([C:5]1[CH:6]=[C:7]([O:11][CH3:12])[C:8]([CH3:10])=[CH:9][C:4]=1[Br:3])[C:14](=[O:18])[CH:15]([CH3:16])[CH3:17])[C:20]1[CH:25]=[CH:24][CH:23]=[CH:22][CH:21]=1. The yield is 0.990. (2) The reactants are [Cl:1][C:2]1[CH:7]=[CH:6][C:5](/[CH:8]=[CH:9]/[CH2:10][CH2:11][CH2:12][C:13]#[C:14][S:15]([C:18]2[CH:23]=[CH:22][CH:21]=[CH:20][CH:19]=2)(=[O:17])=[O:16])=[CH:4][CH:3]=1. The catalyst is ClCCCl. The product is [Cl:1][C:2]1[CH:3]=[C:4]2[C:5](=[CH:6][CH:7]=1)[CH:8]=[C:9]1[CH2:10][CH2:11][CH2:12][C:13]1=[C:14]2[S:15]([C:18]1[CH:19]=[CH:20][CH:21]=[CH:22][CH:23]=1)(=[O:16])=[O:17]. The yield is 0.890. (3) The reactants are [OH:1][C:2]1[CH:10]=[CH:9][C:8]([S:11]([N:14]2[CH:27]([CH3:28])[C:26]3[C:21](=[CH:22][CH:23]=[CH:24][CH:25]=3)[C:20]3[CH:19]=[CH:18][CH:17]=[CH:16][C:15]2=3)(=[O:13])=[O:12])=[CH:7][C:3]=1[C:4]([OH:6])=[O:5].C(=O)([O-])[O-].[K+].[K+].I[CH2:36][CH3:37].[CH2:38](OCC)[CH3:39]. The catalyst is CN(C)C=O.O. The product is [CH2:38]([O:1][C:2]1[CH:10]=[CH:9][C:8]([S:11]([N:14]2[CH:27]([CH3:28])[C:26]3[C:21](=[CH:22][CH:23]=[CH:24][CH:25]=3)[C:20]3[CH:19]=[CH:18][CH:17]=[CH:16][C:15]2=3)(=[O:13])=[O:12])=[CH:7][C:3]=1[C:4]([O:6][CH2:36][CH3:37])=[O:5])[CH3:39]. The yield is 0.420. (4) The reactants are [C:1]1([C@H:7]2[C@H:16]3[CH2:17][CH2:18][N:19](C(OC(C)(C)C)=O)[C@H:15]3[C:14]3[CH:13]=[CH:12][CH:11]=[CH:10][C:9]=3[NH:8]2)[CH:6]=[CH:5][CH:4]=[CH:3][CH:2]=1.[ClH:27]. The catalyst is C(OCC)(=O)C. The product is [ClH:27].[ClH:27].[C:1]1([C@H:7]2[C@H:16]3[CH2:17][CH2:18][NH:19][C@H:15]3[C:14]3[CH:13]=[CH:12][CH:11]=[CH:10][C:9]=3[NH:8]2)[CH:2]=[CH:3][CH:4]=[CH:5][CH:6]=1. The yield is 0.770. (5) The product is [C:28]([O:20][CH:10]([CH2:9][O:8][CH2:1][C:2]1[CH:3]=[CH:4][CH:5]=[CH:6][CH:7]=1)[CH2:11][O:12][CH2:13][C:14]1[CH:19]=[CH:18][CH:17]=[CH:16][CH:15]=1)(=[O:32])[C:29]([CH3:31])=[CH2:30]. The catalyst is ClCCl. The reactants are [CH2:1]([O:8][CH2:9][CH:10]([OH:20])[CH2:11][O:12][CH2:13][C:14]1[CH:19]=[CH:18][CH:17]=[CH:16][CH:15]=1)[C:2]1[CH:7]=[CH:6][CH:5]=[CH:4][CH:3]=1.C(N(CC)CC)C.[C:28](Cl)(=[O:32])[C:29]([CH3:31])=[CH2:30]. The yield is 0.810.